From a dataset of TCR-epitope binding with 47,182 pairs between 192 epitopes and 23,139 TCRs. Binary Classification. Given a T-cell receptor sequence (or CDR3 region) and an epitope sequence, predict whether binding occurs between them. (1) The epitope is GTHWFVTQR. The TCR CDR3 sequence is CASSESGTGELFF. Result: 0 (the TCR does not bind to the epitope). (2) The epitope is YEGNSPFHPL. The TCR CDR3 sequence is CASSARTSGGQDEQFF. Result: 0 (the TCR does not bind to the epitope).